From a dataset of Full USPTO retrosynthesis dataset with 1.9M reactions from patents (1976-2016). Predict the reactants needed to synthesize the given product. (1) The reactants are: [H][H].Cl[C:4]1[CH:9]=[C:8]([C:10]([OH:12])=[O:11])[CH:7]=[C:6]([CH3:13])[N:5]=1.C(N(CC)CC)C. Given the product [CH3:13][C:6]1[CH:7]=[C:8]([C:10]([OH:12])=[O:11])[CH:9]=[CH:4][N:5]=1, predict the reactants needed to synthesize it. (2) Given the product [I:1][C:9]1[C:8]2[C:12](=[CH:13][C:14]([N+:15]([O-:17])=[O:16])=[C:6]([CH3:5])[CH:7]=2)[NH:11][N:10]=1, predict the reactants needed to synthesize it. The reactants are: [I:1]I.[OH-].[K+].[CH3:5][C:6]1[CH:7]=[C:8]2[C:12](=[CH:13][C:14]=1[N+:15]([O-:17])=[O:16])[NH:11][N:10]=[CH:9]2.OS([O-])=O.[Na+].